Predict which catalyst facilitates the given reaction. From a dataset of Catalyst prediction with 721,799 reactions and 888 catalyst types from USPTO. (1) Reactant: C([N:8]1[CH2:12][CH2:11][C@H:10]([OH:13])[CH2:9]1)(OC(C)(C)C)=O.[H-].[Na+].Br[CH2:17][CH2:18][O:19][CH2:20][CH2:21][O:22][CH2:23][CH2:24][O:25][CH2:26][CH2:27][O:28][CH2:29][CH2:30][O:31][CH3:32].ClCCl. Product: [CH3:32][O:31][CH2:30][CH2:29][O:28][CH2:27][CH2:26][O:25][CH2:24][CH2:23][O:22][CH2:21][CH2:20][O:19][CH2:18][CH2:17][O:13][C@H:10]1[CH2:11][CH2:12][NH:8][CH2:9]1. The catalyst class is: 7. (2) Reactant: [Br:1][C:2]1[CH:3]=[N:4][C:5](Cl)=[N:6][CH:7]=1.[C-]#N.[Na+].[N:12]12CCN(CC1)C[CH2:13]2. Product: [Br:1][C:2]1[CH:3]=[N:4][C:5]([C:13]#[N:12])=[N:6][CH:7]=1. The catalyst class is: 58.